From a dataset of Forward reaction prediction with 1.9M reactions from USPTO patents (1976-2016). Predict the product of the given reaction. (1) Given the reactants [C:1]([C:3]1[C:4]([N:22]2[CH2:27][CH2:26][CH:25]([C:28](O)=[O:29])[CH2:24][CH2:23]2)=[N:5][C:6]([CH2:15][N:16]2[CH2:20][CH2:19][CH2:18][C:17]2=[O:21])=[C:7]([C:9]([O:11][CH:12]([CH3:14])[CH3:13])=[O:10])[CH:8]=1)#[N:2].[CH3:31][N:32]([C:37]1[CH:42]=[CH:41][CH:40]=[CH:39][CH:38]=1)[S:33]([NH2:36])(=[O:35])=[O:34], predict the reaction product. The product is: [C:1]([C:3]1[C:4]([N:22]2[CH2:27][CH2:26][CH:25]([C:28](=[O:29])[NH:36][S:33]([N:32]([CH3:31])[C:37]3[CH:42]=[CH:41][CH:40]=[CH:39][CH:38]=3)(=[O:35])=[O:34])[CH2:24][CH2:23]2)=[N:5][C:6]([CH2:15][N:16]2[CH2:20][CH2:19][CH2:18][C:17]2=[O:21])=[C:7]([CH:8]=1)[C:9]([O:11][CH:12]([CH3:13])[CH3:14])=[O:10])#[N:2]. (2) Given the reactants [O:1]=[C:2]1[N:7]([CH2:8][C:9]2[CH:10]=[C:11]([CH:15]=[CH:16][CH:17]=2)[C:12](Cl)=[O:13])[N:6]=[C:5]([C:18]2[O:22][N:21]=[C:20]([C:23]3[CH:28]=[CH:27][C:26]([O:29][C:30]([F:33])([F:32])[F:31])=[CH:25][CH:24]=3)[N:19]=2)[CH:4]=[CH:3]1.[NH:34]1[CH2:38][CH2:37][CH2:36][CH2:35]1, predict the reaction product. The product is: [N:34]1([C:12]([C:11]2[CH:10]=[C:9]([CH:17]=[CH:16][CH:15]=2)[CH2:8][N:7]2[C:2](=[O:1])[CH:3]=[CH:4][C:5]([C:18]3[O:22][N:21]=[C:20]([C:23]4[CH:24]=[CH:25][C:26]([O:29][C:30]([F:31])([F:33])[F:32])=[CH:27][CH:28]=4)[N:19]=3)=[N:6]2)=[O:13])[CH2:38][CH2:37][CH2:36][CH2:35]1. (3) Given the reactants Br[C:2]1[CH:7]=[C:6]([C:8]2[N:12]3[CH:13]=[CH:14][CH:15]=[C:16]([CH3:17])[C:11]3=[N:10][C:9]=2[C:18]2[CH:23]=[CH:22][CH:21]=[C:20]([CH3:24])[N:19]=2)[CH:5]=[CH:4][N:3]=1.[CH:25]([C:27]1[CH:32]=[CH:31][C:30](B(O)O)=[CH:29][CH:28]=1)=[O:26], predict the reaction product. The product is: [CH3:17][C:16]1[C:11]2[N:12]([C:8]([C:6]3[CH:5]=[CH:4][N:3]=[C:2]([C:30]4[CH:31]=[CH:32][C:27]([CH:25]=[O:26])=[CH:28][CH:29]=4)[CH:7]=3)=[C:9]([C:18]3[CH:23]=[CH:22][CH:21]=[C:20]([CH3:24])[N:19]=3)[N:10]=2)[CH:13]=[CH:14][CH:15]=1. (4) Given the reactants F[C:2]1[CH:11]=[CH:10][CH:9]=[C:8]2[C:3]=1[C:4]([NH:12][C:13]1[CH:18]=[CH:17][C:16]([O:19][C:20]3[CH:21]=[N:22][C:23]([CH3:26])=[CH:24][CH:25]=3)=[C:15]([CH3:27])[CH:14]=1)=[N:5][CH:6]=[N:7]2.[NH2:28][CH2:29][C@H:30]([OH:32])[CH3:31], predict the reaction product. The product is: [NH2:28][CH2:29][C@@H:30]([CH3:31])[O:32][C:2]1[CH:11]=[CH:10][CH:9]=[C:8]2[C:3]=1[C:4]([NH:12][C:13]1[CH:18]=[CH:17][C:16]([O:19][C:20]3[CH:21]=[N:22][C:23]([CH3:26])=[CH:24][CH:25]=3)=[C:15]([CH3:27])[CH:14]=1)=[N:5][CH:6]=[N:7]2. (5) Given the reactants [Br:1][C:2]1[CH:7]=[C:6]([S:8]([CH3:11])(=[O:10])=[O:9])[CH:5]=[CH:4][C:3]=1F.[CH:13]1([NH2:19])[CH2:18][CH2:17][CH2:16][CH2:15][CH2:14]1, predict the reaction product. The product is: [Br:1][C:2]1[CH:7]=[C:6]([S:8]([CH3:11])(=[O:10])=[O:9])[CH:5]=[CH:4][C:3]=1[NH:19][CH:13]1[CH2:18][CH2:17][CH2:16][CH2:15][CH2:14]1. (6) Given the reactants Br[C:2]1[CH:7]=[N:6][CH:5]=[C:4]2[N:8]([CH3:11])[N:9]=[CH:10][C:3]=12.C[Si]([C:16]#[C:17][C:18]1[CH:19]=[C:20]([NH:24][C:25](=[O:32])[C:26]2[CH:31]=[CH:30][CH:29]=[CH:28][CH:27]=2)[CH:21]=[CH:22][CH:23]=1)(C)C.[F-].C([N+](CCCC)(CCCC)CCCC)CCC, predict the reaction product. The product is: [CH3:11][N:8]1[C:4]2=[CH:5][N:6]=[CH:7][C:2]([C:16]#[C:17][C:18]3[CH:19]=[C:20]([NH:24][C:25](=[O:32])[C:26]4[CH:31]=[CH:30][CH:29]=[CH:28][CH:27]=4)[CH:21]=[CH:22][CH:23]=3)=[C:3]2[CH:10]=[N:9]1. (7) Given the reactants [C:1]([C:4]1[S:5][C:6]([CH3:9])=[CH:7][CH:8]=1)(=O)[CH3:2].[NH2:10][C:11]1[CH:18]=[CH:17][CH:16]=[CH:15][C:12]=1[CH:13]=O, predict the reaction product. The product is: [CH3:9][C:6]1[S:5][C:4]([C:1]2[CH:2]=[CH:13][C:12]3[C:11](=[CH:18][CH:17]=[CH:16][CH:15]=3)[N:10]=2)=[CH:8][CH:7]=1. (8) The product is: [CH3:35][C:31]1[CH:30]=[C:1]2[N:2]=[CH:4][C:5]3[CH2:9][N:8]([C:10]([C:17]4[CH:22]=[CH:21][CH:20]=[CH:19][CH:18]=4)([C:11]4[CH:12]=[CH:13][CH:14]=[CH:15][CH:16]=4)[C:23]4[CH:28]=[CH:27][CH:26]=[CH:25][CH:24]=4)[CH2:7][C:6]=3[N:33]2[N:32]=1. Given the reactants [CH3:1][N:2](/[CH:4]=[C:5]1/[C:6](=O)[CH2:7][N:8]([C:10]([C:23]2[CH:28]=[CH:27][CH:26]=[CH:25][CH:24]=2)([C:17]2[CH:22]=[CH:21][CH:20]=[CH:19][CH:18]=2)[C:11]2[CH:16]=[CH:15][CH:14]=[CH:13][CH:12]=2)[CH2:9]/1)C.[CH3:30][C:31]1[CH:35]=C(N)[NH:33][N:32]=1.CC1C=C2N=C3CN(C(OC(C)(C)C)=O)CC3=CN2N=1, predict the reaction product. (9) Given the reactants C([O:8][C:9]1[C:14]2[N:15]=[C:16]([CH3:19])[N:17]([CH3:18])[C:13]=2[CH:12]=[C:11]([N:20]([CH3:24])[C:21](=[O:23])[CH3:22])[CH:10]=1)C1C=CC=CC=1.C(O)(=O)C, predict the reaction product. The product is: [OH:8][C:9]1[C:14]2[N:15]=[C:16]([CH3:19])[N:17]([CH3:18])[C:13]=2[CH:12]=[C:11]([N:20]([CH3:24])[C:21](=[O:23])[CH3:22])[CH:10]=1. (10) Given the reactants C[N:2]([CH3:17])/[CH:3]=[CH:4]/[C:5]([C:7]1[CH:8]=[C:9]([NH:13][C:14](=[O:16])[CH3:15])[CH:10]=[CH:11][CH:12]=1)=O.[NH2:18][C:19]1[NH:23][N:22]=[C:21]([C:24]2[CH:29]=[CH:28][C:27]([O:30][C:31]3[CH:36]=[CH:35][CH:34]=[CH:33][CH:32]=3)=[CH:26][CH:25]=2)[C:20]=1C#N, predict the reaction product. The product is: [C:19]([C:20]1[C:21]([C:24]2[CH:29]=[CH:28][C:27]([O:30][C:31]3[CH:36]=[CH:35][CH:34]=[CH:33][CH:32]=3)=[CH:26][CH:25]=2)=[N:22][N:23]2[C:5]([C:7]3[CH:8]=[C:9]([NH:13][C:14](=[O:16])[CH3:15])[CH:10]=[CH:11][CH:12]=3)=[CH:4][CH:3]=[N:2][C:17]=12)#[N:18].